This data is from Forward reaction prediction with 1.9M reactions from USPTO patents (1976-2016). The task is: Predict the product of the given reaction. (1) Given the reactants [Cl:1][CH2:2][CH2:3][O:4][C:5]1[CH:6]=[CH:7][CH:8]=[C:9]2[C:13]=1[NH:12][N:11]=[C:10]2[S:14]([C:17]1[C:26]2[C:21](=[CH:22][CH:23]=[CH:24][CH:25]=2)[CH:20]=[CH:19][CH:18]=1)(=[O:16])=[O:15].CI.[C:29](=O)([O-])[O-].[K+].[K+], predict the reaction product. The product is: [Cl:1][CH2:2][CH2:3][O:4][C:5]1[CH:6]=[CH:7][CH:8]=[C:9]2[C:13]=1[N:12]([CH3:29])[N:11]=[C:10]2[S:14]([C:17]1[C:26]2[C:21](=[CH:22][CH:23]=[CH:24][CH:25]=2)[CH:20]=[CH:19][CH:18]=1)(=[O:16])=[O:15]. (2) Given the reactants [Br:1][CH2:2][CH2:3][CH2:4][CH2:5][CH3:6].[CH2:7]([P:9]([CH2:12][CH3:13])[CH2:10][CH3:11])[CH3:8].CCCCCC, predict the reaction product. The product is: [Br-:1].[CH2:7]([P+:9]([CH2:12][CH3:13])([CH2:10][CH3:11])[CH2:2][CH2:3][CH2:4][CH2:5][CH3:6])[CH3:8]. (3) Given the reactants [CH3:1][O:2][C:3]1[C:23]([O:24][CH3:25])=[C:22]([O:26][CH3:27])[CH:21]=[CH:20][C:4]=1[CH2:5][CH:6]1[C:15]2[C:10](=[CH:11][C:12]([O:18][CH3:19])=[C:13]([O:16][CH3:17])[CH:14]=2)[CH2:9][CH2:8][NH:7]1.Br[CH2:29][C:30](Br)=[O:31].[NH2:33][CH:34]1[CH2:42][C:41]2[C:36](=[CH:37][CH:38]=[CH:39][CH:40]=2)[CH2:35]1, predict the reaction product. The product is: [CH3:1][O:2][C:3]1[C:23]([O:24][CH3:25])=[C:22]([O:26][CH3:27])[CH:21]=[CH:20][C:4]=1[CH2:5][CH:6]1[C:15]2[C:10](=[CH:11][C:12]([O:18][CH3:19])=[C:13]([O:16][CH3:17])[CH:14]=2)[CH2:9][CH2:8][N:7]1[CH2:29][C:30]([NH:33][CH:34]1[CH2:42][C:41]2[C:36](=[CH:37][CH:38]=[CH:39][CH:40]=2)[CH2:35]1)=[O:31]. (4) Given the reactants [OH:1][C@H:2]([C:13]1[CH:22]=[CH:21][C:16]2[C:17](=[O:20])[O:18][CH2:19][C:15]=2[C:14]=1[CH3:23])[CH2:3][N:4]1[CH:9]2[CH2:10][NH:11][CH2:12][CH:5]1[CH2:6][O:7][CH2:8]2.[CH3:24][C@@H:25]1[CH2:34][C:33]2[C:28](=[CH:29][CH:30]=[C:31]([CH:35]3[CH2:37][O:36]3)[CH:32]=2)[C:27](=[O:38])[O:26]1, predict the reaction product. The product is: [OH:36][CH:35]([C:31]1[CH:32]=[C:33]2[C:28](=[CH:29][CH:30]=1)[C:27](=[O:38])[O:26][C@H:25]([CH3:24])[CH2:34]2)[CH2:37][N:11]1[CH2:12][CH:5]2[N:4]([CH2:3][C@H:2]([OH:1])[C:13]3[C:14]([CH3:23])=[C:15]4[C:16](=[CH:21][CH:22]=3)[C:17](=[O:20])[O:18][CH2:19]4)[CH:9]([CH2:8][O:7][CH2:6]2)[CH2:10]1. (5) Given the reactants [N:1]1([CH2:6][CH2:7][N:8]2[C:13](=[O:14])[NH:12][C:11](=[O:15])[C:10]([OH:16])=[N:9]2)[CH:5]=[CH:4][CH:3]=[CH:2]1.B(Br)(Br)Br, predict the reaction product. The product is: [N:1]1([CH2:6][CH2:7][N:8]2[C:13](=[O:14])[NH:12][C:11](=[O:15])[C:10]([OH:16])=[N:9]2)[C:2]2=[N:1][CH:2]=[CH:3][CH:4]=[C:3]2[CH:4]=[CH:5]1. (6) The product is: [I-:12].[O:8]1[CH2:9][CH2:10][C:6]([N+:1]2([CH3:11])[CH2:5][CH2:4][CH2:3][CH2:2]2)=[N:7]1. Given the reactants [N:1]1([C:6]2[CH2:10][CH2:9][O:8][N:7]=2)[CH2:5][CH2:4][CH2:3][CH2:2]1.[CH3:11][I:12], predict the reaction product. (7) The product is: [CH2:50]([N:52]([CH3:53])[C:47]([C:41]1([C:38]2[CH:39]=[CH:40][C:35]([O:34][CH:31]3[CH2:32][CH2:33][N:28]([CH:25]([CH3:26])[CH3:27])[CH2:29][CH2:30]3)=[CH:36][CH:37]=2)[CH2:42][CH2:43][O:44][CH2:45][CH2:46]1)=[O:49])[CH3:51]. Given the reactants CN(C(ON1N=NC2C1=CC=CC=2)=[N+](C)C)C.F[P-](F)(F)(F)(F)F.[CH:25]([N:28]1[CH2:33][CH2:32][CH:31]([O:34][C:35]2[CH:40]=[CH:39][C:38]([C:41]3([C:47]([OH:49])=O)[CH2:46][CH2:45][O:44][CH2:43][CH2:42]3)=[CH:37][CH:36]=2)[CH2:30][CH2:29]1)([CH3:27])[CH3:26].[CH2:50]([N:52](CC)[CH2:53]C)[CH3:51].C(NC)C, predict the reaction product.